Dataset: Full USPTO retrosynthesis dataset with 1.9M reactions from patents (1976-2016). Task: Predict the reactants needed to synthesize the given product. (1) Given the product [F:30][CH:2]([F:1])[C:3]([NH:5][C@H:9]([CH2:10][F:11])[C@H:8]([OH:7])[C:12]1[CH:13]=[CH:14][C:15]([C:18]2[CH:19]=[N:20][C:21]([S:24]([CH3:27])(=[NH:26])=[O:25])=[CH:22][CH:23]=2)=[CH:16][CH:17]=1)=[O:4], predict the reactants needed to synthesize it. The reactants are: [F:1][CH:2]([F:30])[C:3]([N:5]1[C@@H:9]([CH2:10][F:11])[C@@H:8]([C:12]2[CH:17]=[CH:16][C:15]([C:18]3[CH:19]=[N:20][C:21]([S:24]([CH3:27])(=[NH:26])=[O:25])=[CH:22][CH:23]=3)=[CH:14][CH:13]=2)[O:7]C1(C)C)=[O:4].C(O)(C(F)(F)F)=O. (2) Given the product [CH2:1]([O:3][C:4](=[O:36])[CH:5]([O:31][CH2:32][CH2:33][CH:34]=[CH2:35])[CH:6]([C:8]1[CH:13]=[C:12]([CH3:14])[C:11]([O:15][CH2:16][CH2:17][C:18]2[N:19]=[C:20]([C:24]3[CH:25]=[CH:26][CH:27]=[CH:28][CH:29]=3)[O:21][C:22]=2[CH3:23])=[C:10]([CH3:30])[CH:9]=1)[O:7][S:45]([CH3:44])(=[O:47])=[O:46])[CH3:2], predict the reactants needed to synthesize it. The reactants are: [CH2:1]([O:3][C:4](=[O:36])[CH:5]([O:31][CH2:32][CH2:33][CH:34]=[CH2:35])[CH:6]([C:8]1[CH:13]=[C:12]([CH3:14])[C:11]([O:15][CH2:16][CH2:17][C:18]2[N:19]=[C:20]([C:24]3[CH:29]=[CH:28][CH:27]=[CH:26][CH:25]=3)[O:21][C:22]=2[CH3:23])=[C:10]([CH3:30])[CH:9]=1)[OH:7])[CH3:2].C(N(CC)CC)C.[CH3:44][S:45](Cl)(=[O:47])=[O:46].